From a dataset of Peptide-MHC class II binding affinity with 134,281 pairs from IEDB. Regression. Given a peptide amino acid sequence and an MHC pseudo amino acid sequence, predict their binding affinity value. This is MHC class II binding data. (1) The peptide sequence is TDISEMGANFKADRV. The MHC is DRB1_0802 with pseudo-sequence DRB1_0802. The binding affinity (normalized) is 0.211. (2) The peptide sequence is AVLVATNFFGINTIP. The MHC is DRB1_1501 with pseudo-sequence DRB1_1501. The binding affinity (normalized) is 0.541. (3) The peptide sequence is YNTDGSTDYGILQINSR. The MHC is H-2-IAb with pseudo-sequence H-2-IAb. The binding affinity (normalized) is 0.422. (4) The peptide sequence is IGHLLRGRNHFIYIV. The MHC is DRB1_1501 with pseudo-sequence DRB1_1501. The binding affinity (normalized) is 0.823. (5) The peptide sequence is ASRENSGGGVEGIGL. The MHC is HLA-DQA10201-DQB10402 with pseudo-sequence HLA-DQA10201-DQB10402. The binding affinity (normalized) is 0. (6) The peptide sequence is DKKETVWHLE. The MHC is HLA-DQA10101-DQB10501 with pseudo-sequence HLA-DQA10101-DQB10501. The binding affinity (normalized) is 0.121. (7) The peptide sequence is FVNQHLCGSHLVEAL. The MHC is DRB1_0901 with pseudo-sequence DRB1_0901. The binding affinity (normalized) is 0.325. (8) The peptide sequence is AVPLRLLGGLHRMVL. The MHC is DRB4_0101 with pseudo-sequence DRB4_0103. The binding affinity (normalized) is 0.732. (9) The peptide sequence is FPTIPLSRLFDNAML. The MHC is DRB4_0101 with pseudo-sequence DRB4_0103. The binding affinity (normalized) is 0.513.